Dataset: Forward reaction prediction with 1.9M reactions from USPTO patents (1976-2016). Task: Predict the product of the given reaction. (1) Given the reactants [NH2:1][CH2:2][CH:3]1[CH2:8][CH2:7][N:6]([C:9]([O:11][C:12]([CH3:15])([CH3:14])[CH3:13])=[O:10])[C:5](=[O:16])[CH2:4]1.CCN(C(C)C)C(C)C.Cl[C:27]1[CH:28]=[CH:29][C:30]2[N:31]([C:33]([C:36]3[CH:41]=[CH:40][CH:39]=[C:38]([O:42][C:43]([F:46])([F:45])[F:44])[CH:37]=3)=[CH:34][N:35]=2)[N:32]=1.[F-].[Cs+], predict the reaction product. The product is: [O:16]=[C:5]1[CH2:4][CH:3]([CH2:2][NH:1][C:27]2[CH:28]=[CH:29][C:30]3[N:31]([C:33]([C:36]4[CH:41]=[CH:40][CH:39]=[C:38]([O:42][C:43]([F:44])([F:46])[F:45])[CH:37]=4)=[CH:34][N:35]=3)[N:32]=2)[CH2:8][CH2:7][N:6]1[C:9]([O:11][C:12]([CH3:13])([CH3:15])[CH3:14])=[O:10]. (2) Given the reactants [CH3:1][O:2][C:3]1[CH:8]=[CH:7][C:6]([CH2:9][N:10]2[C:18]3[C:13](=[C:14]([N+:19]([O-])=O)[CH:15]=[CH:16][CH:17]=3)[C:12]([CH3:22])=[N:11]2)=[CH:5][CH:4]=1, predict the reaction product. The product is: [CH3:1][O:2][C:3]1[CH:4]=[CH:5][C:6]([CH2:9][N:10]2[C:18]3[CH:17]=[CH:16][CH:15]=[C:14]([NH2:19])[C:13]=3[C:12]([CH3:22])=[N:11]2)=[CH:7][CH:8]=1. (3) Given the reactants [Cl:1][C:2]1[CH:11]=[CH:10][C:9]([NH:12][NH2:13])=[CH:8][C:3]=1[C:4]([O:6][CH3:7])=[O:5].CO[CH:16](OC)[CH2:17][C:18](=O)[CH3:19], predict the reaction product. The product is: [Cl:1][C:2]1[CH:11]=[CH:10][C:9]([N:12]2[C:18]([CH3:19])=[CH:17][CH:16]=[N:13]2)=[CH:8][C:3]=1[C:4]([O:6][CH3:7])=[O:5]. (4) Given the reactants [CH2:1]([N:8]1[C:12](=[O:13])[C:11](=[C:14]2[N:18]([CH3:19])[C:17]3[CH:20]=[CH:21][CH:22]=[CH:23][C:16]=3[S:15]2)[S:10][C:9]1=[N:24][C:25]1[CH:26]=[C:27]([NH:34]C(=O)C(F)(F)F)[CH:28]=[CH:29][C:30]=1[NH:31][CH2:32][CH3:33])[C:2]1[CH:7]=[CH:6][CH:5]=[CH:4][CH:3]=1.O.C([O-])([O-])=O.[K+].[K+], predict the reaction product. The product is: [NH2:34][C:27]1[CH:28]=[CH:29][C:30]([NH:31][CH2:32][CH3:33])=[C:25]([N:24]=[C:9]2[N:8]([CH2:1][C:2]3[CH:3]=[CH:4][CH:5]=[CH:6][CH:7]=3)[C:12](=[O:13])[C:11](=[C:14]3[N:18]([CH3:19])[C:17]4[CH:20]=[CH:21][CH:22]=[CH:23][C:16]=4[S:15]3)[S:10]2)[CH:26]=1. (5) Given the reactants [N-:1]=[N+:2]=[N-:3].[Na+].[CH3:5][O:6][C:7](=[O:17])[C:8]1[CH:13]=[CH:12][C:11]([CH2:14]Br)=[CH:10][C:9]=1[Cl:16], predict the reaction product. The product is: [CH3:5][O:6][C:7](=[O:17])[C:8]1[CH:13]=[CH:12][C:11]([CH2:14][N:1]=[N+:2]=[N-:3])=[CH:10][C:9]=1[Cl:16]. (6) Given the reactants Br[C:2]1[CH:3]=[C:4]([N:21]([C@H:24]2[CH2:29][CH2:28][C@H:27]([N:30]([CH3:32])[CH3:31])[CH2:26][CH2:25]2)[CH2:22][CH3:23])[C:5]([CH3:20])=[C:6]([CH:19]=1)[C:7]([NH:9][CH2:10][C:11]1[C:12](=[O:18])[N:13]([CH3:17])[NH:14][C:15]=1[CH3:16])=[O:8].[CH3:33][O:34][CH2:35][CH2:36][O:37][C:38]1[CH:43]=[CH:42][C:41](B2OC(C)(C)C(C)(C)O2)=[CH:40][CH:39]=1.C([O-])([O-])=O.[Na+].[Na+], predict the reaction product. The product is: [CH3:17][N:13]1[C:12](=[O:18])[C:11]([CH2:10][NH:9][C:7]([C:6]2[CH:19]=[C:2]([C:41]3[CH:42]=[CH:43][C:38]([O:37][CH2:36][CH2:35][O:34][CH3:33])=[CH:39][CH:40]=3)[CH:3]=[C:4]([N:21]([C@H:24]3[CH2:29][CH2:28][C@H:27]([N:30]([CH3:32])[CH3:31])[CH2:26][CH2:25]3)[CH2:22][CH3:23])[C:5]=2[CH3:20])=[O:8])=[C:15]([CH3:16])[NH:14]1.